Dataset: Reaction yield outcomes from USPTO patents with 853,638 reactions. Task: Predict the reaction yield, written as a fraction of the theoretical maximum amount of product (1.0 means a 100% yield; for example, 0.34 means a 34% yield). (1) The reactants are [NH:1]1[CH:5]=[C:4]([C:6]2[C:7]([NH2:13])=[N:8][C:9]([NH2:12])=[CH:10][CH:11]=2)[CH:3]=[N:2]1.[H-].[Na+].[CH2:16]([O:23][C:24]1[CH:29]=[CH:28][C:27]([CH2:30]Cl)=[CH:26][N:25]=1)[C:17]1[CH:22]=[CH:21][CH:20]=[CH:19][CH:18]=1. The catalyst is CN(C)C=O. The product is [CH2:16]([O:23][C:24]1[N:25]=[CH:26][C:27]([CH2:30][N:1]2[CH:5]=[C:4]([C:6]3[C:7]([NH2:13])=[N:8][C:9]([NH2:12])=[CH:10][CH:11]=3)[CH:3]=[N:2]2)=[CH:28][CH:29]=1)[C:17]1[CH:18]=[CH:19][CH:20]=[CH:21][CH:22]=1. The yield is 0.430. (2) The reactants are Cl.[F:2][C:3]1[CH:8]=[C:7]([F:9])[CH:6]=[CH:5][C:4]=1[NH:10][NH2:11].C(=O)([O-])[O-].[K+].[K+].C([O:20][CH:21]=[C:22]([C:28](OCC)=O)[C:23]([O:25][CH2:26][CH3:27])=[O:24])C. The catalyst is O. The product is [F:2][C:3]1[CH:8]=[C:7]([F:9])[CH:6]=[CH:5][C:4]=1[N:10]1[C:21](=[O:20])[C:22]([C:23]([O:25][CH2:26][CH3:27])=[O:24])=[CH:28][NH:11]1. The yield is 0.660. (3) The reactants are [OH:1][CH:2]([CH:4]1[C:13]2([CH2:18][CH2:17][N:16]([C:19]([O:21][C:22]([CH3:25])([CH3:24])[CH3:23])=[O:20])[CH2:15][CH2:14]2)[O:12][C:11]2[C:6](=[CH:7][CH:8]=[CH:9][CH:10]=2)[C:5]1=[O:26])[CH3:3].CC(OI1(OC(C)=O)(OC(C)=O)OC(=O)C2C=CC=CC1=2)=O. The catalyst is ClCCl. The product is [C:2]([CH:4]1[C:13]2([CH2:14][CH2:15][N:16]([C:19]([O:21][C:22]([CH3:25])([CH3:24])[CH3:23])=[O:20])[CH2:17][CH2:18]2)[O:12][C:11]2[C:6](=[CH:7][CH:8]=[CH:9][CH:10]=2)[C:5]1=[O:26])(=[O:1])[CH3:3]. The yield is 0.730. (4) The reactants are [CH:1]([N:4]1[CH2:9][CH2:8][N:7]([C:10]2[CH:15]=[CH:14][C:13]([NH:16][C:17]3[C:18]4[N:19]([N:34]=[CH:35][N:36]=4)[C:20]([C:23]4[CH:28]=[CH:27][N:26]=[C:25]([CH2:29][O:30]C(=O)C)[CH:24]=4)=[CH:21][N:22]=3)=[CH:12][CH:11]=2)[CH2:6][CH2:5]1)([CH3:3])[CH3:2].C(=O)([O-])[O-].[K+].[K+].C(O)(=O)CC(CC(O)=O)(C(O)=O)O. The catalyst is CO. The product is [CH:1]([N:4]1[CH2:5][CH2:6][N:7]([C:10]2[CH:11]=[CH:12][C:13]([NH:16][C:17]3[C:18]4[N:19]([N:34]=[CH:35][N:36]=4)[C:20]([C:23]4[CH:28]=[CH:27][N:26]=[C:25]([CH2:29][OH:30])[CH:24]=4)=[CH:21][N:22]=3)=[CH:14][CH:15]=2)[CH2:8][CH2:9]1)([CH3:3])[CH3:2]. The yield is 0.125. (5) The reactants are [F:1][C:2]1[C:3]([OH:10])=[C:4]([CH:7]=[CH:8][CH:9]=1)[CH:5]=O.Cl. The catalyst is CO.[Pd]. The product is [F:1][C:2]1[CH:9]=[CH:8][CH:7]=[C:4]([CH3:5])[C:3]=1[OH:10]. The yield is 0.420.